Dataset: Catalyst prediction with 721,799 reactions and 888 catalyst types from USPTO. Task: Predict which catalyst facilitates the given reaction. Reactant: OC(C(F)(F)F)=O.[NH2:8][C@@H:9]([CH2:26][C:27]1[CH:32]=[CH:31][C:30]([F:33])=[CH:29][CH:28]=1)[C:10]([NH:12][C:13]1[N:17]([CH3:18])[N:16]=[C:15]([C:19]2[CH:24]=[CH:23][N:22]=[C:21]([CH3:25])[CH:20]=2)[CH:14]=1)=[O:11].CCN(C(C)C)C(C)C.S1C=C(C=O)N=C1.C(O[BH-](OC(=O)C)OC(=O)C)(=O)C.[Na+].[Cl:64]CCCl. Product: [ClH:64].[NH2:8][C@@H:9]([CH2:26][C:27]1[CH:28]=[CH:29][C:30]([F:33])=[CH:31][CH:32]=1)[C:10]([NH:12][C:13]1[N:17]([CH3:18])[N:16]=[C:15]([C:19]2[CH:24]=[CH:23][N:22]=[C:21]([CH3:25])[CH:20]=2)[CH:14]=1)=[O:11]. The catalyst class is: 52.